Dataset: Forward reaction prediction with 1.9M reactions from USPTO patents (1976-2016). Task: Predict the product of the given reaction. (1) Given the reactants [Cl:1][C:2]1[CH:3]=[N:4][C:5]([S:22][CH3:23])=[N:6][C:7]=1[C:8]([NH:10][NH:11][C:12]([NH:14][C:15]1[CH:20]=[CH:19][C:18]([F:21])=[CH:17][CH:16]=1)=[S:13])=O, predict the reaction product. The product is: [Cl:1][C:2]1[C:7]([C:8]2[S:13][C:12]([NH:14][C:15]3[CH:20]=[CH:19][C:18]([F:21])=[CH:17][CH:16]=3)=[N:11][N:10]=2)=[N:6][C:5]([S:22][CH3:23])=[N:4][CH:3]=1. (2) Given the reactants [CH3:1][C:2]1[O:6][N:5]=[C:4]([CH2:7][N:8]2[C:13]3[CH:14]=[C:15]([C:17]4[CH:22]=[CH:21][CH:20]=[CH:19][CH:18]=4)[S:16][C:12]=3[C:11](=[O:23])[N:10]([CH:24]3[CH2:29][CH2:28][N:27](C(OC(C)(C)C)=O)[CH2:26][CH2:25]3)[C:9]2=[O:37])[CH:3]=1.[ClH:38], predict the reaction product. The product is: [ClH:38].[CH3:1][C:2]1[O:6][N:5]=[C:4]([CH2:7][N:8]2[C:13]3[CH:14]=[C:15]([C:17]4[CH:18]=[CH:19][CH:20]=[CH:21][CH:22]=4)[S:16][C:12]=3[C:11](=[O:23])[N:10]([CH:24]3[CH2:29][CH2:28][NH:27][CH2:26][CH2:25]3)[C:9]2=[O:37])[CH:3]=1. (3) Given the reactants [F-].C([N+](CCCC)(CCCC)CCCC)CCC.O1CCCC1.O1CCCC1.[Si]([O:36][CH2:37][CH2:38][N:39]([CH:68]([CH3:70])[CH3:69])[C:40]([C:42]1[S:46][C:45]2=[N:47][C:48]([C:58]3[CH:63]=[CH:62][C:61]([Cl:64])=[CH:60][CH:59]=3)([CH3:57])[CH:49]([C:50]3[CH:55]=[CH:54][C:53]([Cl:56])=[CH:52][CH:51]=3)[N:44]2[C:43]=1[CH:65]([CH3:67])[CH3:66])=[O:41])(C(C)(C)C)(C)C, predict the reaction product. The product is: [Cl:56][C:53]1[CH:54]=[CH:55][C:50]([C@H:49]2[N:44]3[C:45]([S:46][C:42]([C:40]([N:39]([CH2:38][CH2:37][OH:36])[CH:68]([CH3:69])[CH3:70])=[O:41])=[C:43]3[CH:65]([CH3:67])[CH3:66])=[N:47][C@:48]2([C:58]2[CH:59]=[CH:60][C:61]([Cl:64])=[CH:62][CH:63]=2)[CH3:57])=[CH:51][CH:52]=1. (4) Given the reactants [OH:1][C:2]1[CH:3]=[C:4]([C@@H:12]([CH3:25])[C:13]([NH:15][C@H:16]([CH3:24])[CH2:17][C:18]2[CH:23]=[CH:22][CH:21]=[CH:20][CH:19]=2)=[O:14])[CH:5]=[C:6]([C:8]([F:11])([F:10])[F:9])[CH:7]=1.C1C=CC(N([S:33]([C:36]([F:39])([F:38])[F:37])(=[O:35])=[O:34])[S:33]([C:36]([F:39])([F:38])[F:37])(=[O:35])=[O:34])=CC=1, predict the reaction product. The product is: [CH3:24][C@@H:16]([NH:15][C:13]([C@@H:12]([C:4]1[CH:3]=[C:2]([O:1][S:33]([C:36]([F:39])([F:38])[F:37])(=[O:35])=[O:34])[CH:7]=[C:6]([C:8]([F:10])([F:11])[F:9])[CH:5]=1)[CH3:25])=[O:14])[CH2:17][C:18]1[CH:19]=[CH:20][CH:21]=[CH:22][CH:23]=1. (5) Given the reactants [F:1][C:2]([F:29])([F:28])[C:3]([NH:5][CH2:6][CH2:7][O:8][CH2:9][C:10]#[C:11][CH2:12][C:13]1[C:14](=[O:27])[NH:15][C:16](=[O:26])[N:17]([CH:25]=1)[C@@H:18]1[O:24][C@H:21]([CH2:22][OH:23])[CH2:20][CH2:19]1)=[O:4].O=P(Cl)(Cl)Cl.[P:35](OC)([O:39]C)([O:37]C)=[O:36], predict the reaction product. The product is: [P:35]([O:23][CH2:22][C@H:21]1[O:24][C@@H:18]([N:17]2[CH:25]=[C:13]([CH2:12][C:11]#[C:10][CH2:9][O:8][CH2:7][CH2:6][NH:5][C:3](=[O:4])[C:2]([F:28])([F:1])[F:29])[C:14](=[O:27])[NH:15][C:16]2=[O:26])[CH2:19][CH2:20]1)([OH:39])([OH:37])=[O:36]. (6) Given the reactants [Cl:1][C:2]1[CH:9]=[C:6]([CH:7]=[O:8])[C:5]([OH:10])=[CH:4][CH:3]=1.[O:11]1[C:15]2([CH2:20][CH2:19][CH:18](OS(C)(=O)=O)[CH2:17][CH2:16]2)[O:14][CH2:13][CH2:12]1.C([O-])([O-])=O.[K+].[K+], predict the reaction product. The product is: [Cl:1][C:2]1[CH:3]=[CH:4][C:5]([O:10][CH:18]2[CH2:19][CH2:20][C:15]3([O:14][CH2:13][CH2:12][O:11]3)[CH2:16][CH2:17]2)=[C:6]([CH:9]=1)[CH:7]=[O:8]. (7) Given the reactants [C:12]([O:11][C:9](O[C:9]([O:11][C:12]([CH3:15])([CH3:14])[CH3:13])=[O:10])=[O:10])([CH3:15])([CH3:14])[CH3:13].[N+:16]([C:19]1[CH:24]=[CH:23][C:22]([CH2:25][CH2:26][CH2:27][NH:28][CH2:29][CH2:30][NH:31][S:32]([C:35]2[C:36]3[CH:37]=[CH:38][N:39]=[CH:40][C:41]=3[CH:42]=[C:43]([Br:45])[CH:44]=2)(=[O:34])=[O:33])=[CH:21][CH:20]=1)([O-:18])=[O:17], predict the reaction product. The product is: [C:12]([O:11][C:9](=[O:10])[N:28]([CH2:29][CH2:30][NH:31][S:32]([C:35]1[C:36]2[CH:37]=[CH:38][N:39]=[CH:40][C:41]=2[CH:42]=[C:43]([Br:45])[CH:44]=1)(=[O:34])=[O:33])[CH2:27][CH2:26][CH2:25][C:22]1[CH:21]=[CH:20][C:19]([N+:16]([O-:18])=[O:17])=[CH:24][CH:23]=1)([CH3:13])([CH3:14])[CH3:15].